From a dataset of Experimentally validated miRNA-target interactions with 360,000+ pairs, plus equal number of negative samples. Binary Classification. Given a miRNA mature sequence and a target amino acid sequence, predict their likelihood of interaction. (1) The miRNA is hsa-miR-4317 with sequence ACAUUGCCAGGGAGUUU. The protein sequence of the target gene is MLLPKKMKLLLFLVSQMAILALFFHMYSHNISSLSMKAQPERMHVLVLSSWRSGSSFVGQLFGQHPDVFYLMEPAWHVWMTFKQSTAWMLHMAVRDLIRAVFLCDMSVFDAYMEPGPRRQSSLFQWENSRALCSAPACDIIPQDEIIPRAHCRLLCSQQPFEVVEKACRSYSHVVLKEVRFFNLQSLYPLLKDPSLNLHIVHLVRDPRAVFRSRERTKGDLMIDSRIVMGQHEQKLKKEDQPYYVMQVICQSQLEIYKTIQSLPKALQERYLLVRYEDLARAPVAQTSRMYEFVGLEFLP.... Result: 0 (no interaction). (2) The miRNA is hsa-miR-30c-5p with sequence UGUAAACAUCCUACACUCUCAGC. The protein sequence of the target gene is MAARSAPSCHLRLEWVYGYRGHQCRNNLYYTAAKEIVYFVAGVGVVYSPREHRQKFFRGHSDDIISLALHPERVLVATGQVGKEPYICVWDSYTVQTVSVLKDVHTHGIACLAFDLDGQRLVSVGLDSKNAVCVWDWKRGRMLSMAPGHTDRIFDISWDLYQPNKLVSCGVKHIKFWSLCGNALTPKRGVFGKTGDLQTILCLACARDELTYSGALNGDIYVWKGINLIRTIQGAHTAGIFSMNSCEEGFATGGRDGCIRLWDLTFKPITVIDLRETEQGYKGLSVRSVCWRGDHILVGT.... Result: 0 (no interaction). (3) The miRNA is hsa-miR-504-5p with sequence AGACCCUGGUCUGCACUCUAUC. The protein sequence of the target gene is MDDKASVGKISVSSDSVSTLNSEDFVLVSRQGDETPSTNNGSDDEKTGLKIVGNGSEQQLQKELADVLMDPPMDDQPGEKELVKRSQLDGEGDGPLSNQLSASSTINPVPLVGLQKPEMSLPVKPGQGDSEASSPFTPVADEDSVVFSKLTYLGCASVNAPRSEVEALRMMSILRSQCQISLDVTLSVPNVSEGIVRLLDPQTNTEIANYPIYKILFCVRGHDGTPESDCFAFTESHYNAELFRIHVFRCEIQEAVSRILYSFATAFRRSAKQTPLSATAAPQTPDSDIFTFSVSLEIKE.... Result: 1 (interaction). (4) Result: 1 (interaction). The protein sequence of the target gene is MSQRVRRNGSPTPAGSLGGGAVATAGGPGSRLQPMRATVPFQLKQQQQQQHGSPTRSGGGGGGNNNGGCCGGASGPAGGGGGGGPRTASRSTSPTRGGGNAAARTSPTVATQTGASATSTRGTSPTRSAAPGARGSPPRPPPPPPLLGTVSSPSSSPTHLWTGEVSAAPPPARVRHRRRSPEQSRSSPEKRSPSAPVCKAGDKTRQPSSSPSSIIRRTSSLDTLAAPYLAGHWPRDSHGQAAPCMRDKATQTESAWAEEYSEKKKGSHKRSASWGSTDQLKEIAKLRQQLQRSKHSSRHH.... The miRNA is hsa-miR-17-5p with sequence CAAAGUGCUUACAGUGCAGGUAG. (5) The miRNA is hsa-miR-591 with sequence AGACCAUGGGUUCUCAUUGU. The protein sequence of the target gene is MTAAVFFGCAFIAFGPALALYVFTIATDPLRVIFLIAGAFFWLVSLLLSSVFWFLVRVITDNRDGPVQNYLLIFGVLLSVCIQELFRLAYYKLLKKASEGLKSINPEETAPSMRLLAYVSGLGFGIMSGVFSFVNTLSNSLGPGTVGIHGDSPQFFLNSAFMTLVVIMLHVFWGVVFFDGCEKNKWYTLLTVLLTHLVVSTQTFLSPYYEVNLVTAYIIMVLMGIWAFYVAGGSCRSLKLCLLCQDKDFLLYNQRSR. Result: 0 (no interaction). (6) The miRNA is hsa-miR-6816-5p with sequence UGGGGCGGGGCAGGUCCCUGC. The protein sequence of the target gene is MRFLAATFLLLALSTAAQAEPVQFKDCGSVDGVIKEVNVSPCPTQPCQLSKGQSYSVNVTFTSNIQSKSSKAVVHGILMGVPVPFPIPEPDGCKSGINCPIQKDKTYSYLNKLPVKSEYPSIKLVVEWQLQDDKNQSLFCWEIPVQIVSHL. Result: 0 (no interaction). (7) The miRNA is mmu-miR-96-3p with sequence CAAUCAUGUGUAGUGCCAAUAU. The protein sequence of the target gene is MSGRNNNKLPSNLPQLQNLIKRDPPAYVEEFLQQYNHYKSNMEIFKLQPNKPSKELAELVMFMAQIGQCYPEHLSNFPQELKDLLSYNHTVLDPDLRMTFCKALILLRNKNLINPSSLLELFFELLRCHDKLLRKTLYTHIVTDIKNINAKHKNNKVNVVLQNFMYTMLRDSNATAAKMSLDVMIELYRRNIWNDAKTVNVITTACFSKITKILVAALTFFLGKDEEEKQDSDSESEDDGPTARDLLVQYATGKKGSKNKKKLEKAMKVLKKQKKKKKPEVFNFSAIHLIHDPQDFAEKL.... Result: 0 (no interaction).